Predict the reaction yield, written as a fraction of the theoretical maximum amount of product (1.0 means a 100% yield; for example, 0.34 means a 34% yield). From a dataset of Reaction yield outcomes from USPTO patents with 853,638 reactions. (1) No catalyst specified. The product is [CH3:22][N:24]([CH3:25])[S:2]([C:5]1[CH:14]=[CH:13][C:12]2[NH:11][C:10](=[O:15])[C:9]3[NH:16][CH:17]=[CH:18][C:8]=3[C:7]=2[CH:6]=1)(=[O:3])=[O:4].[CH2:18]([C:19]([O-:21])=[O:20])[CH3:17]. The reactants are Cl[S:2]([C:5]1[CH:14]=[CH:13][C:12]2[NH:11][C:10](=[O:15])[C:9]3[NH:16][CH:17]=[C:18]([C:19]([OH:21])=[O:20])[C:8]=3[C:7]=2[CH:6]=1)(=[O:4])=[O:3].[CH2:22]([N:24](CC)[CH2:25]C)C.Cl.CNC. The yield is 0.240. (2) The reactants are Cl[CH2:2][CH2:3][NH:4][C:5]([NH:7][CH:8]([C:10]1[CH:15]=[CH:14][CH:13]=[CH:12][C:11]=1[Cl:16])[CH3:9])=[O:6].N12CCCN=C1CCCCC2. The catalyst is C(#N)C. The product is [Cl:16][C:11]1[CH:12]=[CH:13][CH:14]=[CH:15][C:10]=1[CH:8]([NH:7][C:5]1[O:6][CH2:2][CH2:3][N:4]=1)[CH3:9]. The yield is 0.390.